Predict the product of the given reaction. From a dataset of Forward reaction prediction with 1.9M reactions from USPTO patents (1976-2016). Given the reactants Br[C:2](Br)=[CH:3][C:4]1(C=O)[CH:13]=[CH:12][C:11]2[CH2:10][N:9]([CH:14]3[CH2:16][CH2:15]3)[CH2:8][C:7]([CH3:18])([CH3:17])[C:6]=2[CH2:5]1.C([Li])CCC, predict the reaction product. The product is: [CH:14]1([N:9]2[CH2:8][C:7]([CH3:17])([CH3:18])[C:6]3[C:11](=[CH:12][CH:13]=[C:4]([C:3]#[CH:2])[CH:5]=3)[CH2:10]2)[CH2:16][CH2:15]1.